This data is from Catalyst prediction with 721,799 reactions and 888 catalyst types from USPTO. The task is: Predict which catalyst facilitates the given reaction. Reactant: [CH2:1]([O:8][C:9]1[CH:14]=[CH:13][C:12]([CH2:15][C@@H:16]([OH:27])[C:17]([O:19][CH2:20][C:21]2[CH:26]=[CH:25][CH:24]=[CH:23][CH:22]=2)=[O:18])=[CH:11][CH:10]=1)[C:2]1[CH:7]=[CH:6][CH:5]=[CH:4][CH:3]=1.N1C(C)=CC=CC=1C.FC(F)(F)S(OS(C(F)(F)F)(=O)=O)(=O)=O.C(OC(NNC)=O)(C)(C)C. Product: [CH2:1]([O:8][C:9]1[CH:14]=[CH:13][C:12]([CH2:15][C@H:16]([OH:27])[C:17]([O:19][CH2:20][C:21]2[CH:22]=[CH:23][CH:24]=[CH:25][CH:26]=2)=[O:18])=[CH:11][CH:10]=1)[C:2]1[CH:7]=[CH:6][CH:5]=[CH:4][CH:3]=1. The catalyst class is: 96.